This data is from Peptide-MHC class I binding affinity with 185,985 pairs from IEDB/IMGT. The task is: Regression. Given a peptide amino acid sequence and an MHC pseudo amino acid sequence, predict their binding affinity value. This is MHC class I binding data. (1) The binding affinity (normalized) is 0.270. The MHC is HLA-B15:01 with pseudo-sequence HLA-B15:01. The peptide sequence is DLLENLQAY. (2) The peptide sequence is HTQGYFPDWQ. The MHC is HLA-A02:06 with pseudo-sequence HLA-A02:06. The binding affinity (normalized) is 0.